Predict the reactants needed to synthesize the given product. From a dataset of Full USPTO retrosynthesis dataset with 1.9M reactions from patents (1976-2016). (1) Given the product [O:6]1[C:5]2[CH:9]=[CH:10][C:2]([C:15]3([OH:22])[C:14]4[C:18](=[CH:19][CH:20]=[C:12]([Cl:11])[CH:13]=4)[NH:17][C:16]3=[O:21])=[CH:3][C:4]=2[O:8][CH2:7]1, predict the reactants needed to synthesize it. The reactants are: Br[C:2]1[CH:10]=[CH:9][C:5]2[O:6][CH2:7][O:8][C:4]=2[CH:3]=1.[Cl:11][C:12]1[CH:13]=[C:14]2[C:18](=[CH:19][CH:20]=1)[NH:17][C:16](=[O:21])[C:15]2=[O:22]. (2) Given the product [O:1]1[CH2:5][CH2:4][O:3][CH:2]1[C:6]1[CH:13]=[CH:12][C:9]([CH2:10][OH:11])=[CH:8][C:7]=1[F:14], predict the reactants needed to synthesize it. The reactants are: [O:1]1[CH2:5][CH2:4][O:3][CH:2]1[C:6]1[CH:13]=[CH:12][C:9]([CH:10]=[O:11])=[CH:8][C:7]=1[F:14].[BH4-].[Na+]. (3) Given the product [C:1]([O:5][C:6](=[O:15])[NH:7][CH2:8][CH:9]1[CH2:10][CH2:11][N:12]([C:24]#[N:25])[CH2:13][CH2:14]1)([CH3:4])([CH3:2])[CH3:3], predict the reactants needed to synthesize it. The reactants are: [C:1]([O:5][C:6](=[O:15])[NH:7][CH2:8][CH:9]1[CH2:14][CH2:13][NH:12][CH2:11][CH2:10]1)([CH3:4])([CH3:3])[CH3:2].C(=O)([O-])[O-].[K+].[K+].BrC[C:24]#[N:25].C(OCC)(=O)C. (4) Given the product [NH2:8][C:6]1[N:7]=[C:2]([F:1])[C:3]([C:10]#[N:11])=[CH:4][CH:5]=1, predict the reactants needed to synthesize it. The reactants are: [F:1][C:2]1[N:7]=[C:6]([NH2:8])[CH:5]=[CH:4][C:3]=1I.[CH3:10][N:11](C)C=O. (5) Given the product [CH3:1][C:2]1[N:6]2[C:7]3[CH:13]=[C:12]([CH3:14])[N:11]([CH2:18][C:19]4[CH:24]=[CH:23][CH:22]=[CH:21][C:20]=4[CH3:25])[C:8]=3[CH:9]=[CH:10][C:5]2=[N:4][N:3]=1, predict the reactants needed to synthesize it. The reactants are: [CH3:1][C:2]1[N:6]2[C:7]3[CH:13]=[C:12]([CH3:14])[NH:11][C:8]=3[CH:9]=[CH:10][C:5]2=[N:4][N:3]=1.[H-].[Na+].Br[CH2:18][C:19]1[CH:24]=[CH:23][CH:22]=[CH:21][C:20]=1[CH3:25]. (6) Given the product [CH:2]1([CH2:5][O:6][C:7]2[CH:12]=[CH:11][C:10]([O:13][CH3:14])=[CH:9][C:8]=2[C:15]2[CH:20]=[CH:19][N:18]=[C:17]3[C:21]([C:25]([NH:27][C@H:28]4[C@H:32]([OH:33])[CH2:31][N:30]([C:34](=[O:37])[CH2:35][CH3:36])[CH2:29]4)=[O:26])=[C:22]([CH3:24])[NH:23][C:16]=23)[CH2:4][CH2:3]1, predict the reactants needed to synthesize it. The reactants are: Cl.[CH:2]1([CH2:5][O:6][C:7]2[CH:12]=[CH:11][C:10]([O:13][CH3:14])=[CH:9][C:8]=2[C:15]2[CH:20]=[CH:19][N:18]=[C:17]3[C:21]([C:25]([NH:27][C@H:28]4[C@H:32]([OH:33])[CH2:31][NH:30][CH2:29]4)=[O:26])=[C:22]([CH3:24])[NH:23][C:16]=23)[CH2:4][CH2:3]1.[C:34](Cl)(=[O:37])[CH2:35][CH3:36]. (7) Given the product [N:1]1[CH:6]=[CH:5][CH:4]=[C:3]([N:7]2[CH:11]=[C:10]([C:12]3[CH:21]=[CH:20][C:19]4[C:18](=[N:27][NH:26][C:23](=[O:25])[CH3:24])[CH2:17][CH2:16][CH2:15][C:14]=4[N:13]=3)[CH:9]=[N:8]2)[CH:2]=1, predict the reactants needed to synthesize it. The reactants are: [N:1]1[CH:6]=[CH:5][CH:4]=[C:3]([N:7]2[CH:11]=[C:10]([C:12]3[CH:21]=[CH:20][C:19]4[CH2:18][CH2:17][CH2:16][C:15](=O)[C:14]=4[N:13]=3)[CH:9]=[N:8]2)[CH:2]=1.[C:23]([NH:26][NH2:27])(=[O:25])[CH3:24]. (8) Given the product [Cl:1][C:2]1[CH:3]=[CH:4][C:5]([CH2:12][N:17]2[CH2:16][CH2:15][N:14]([C:20]([O:22][C:23]([CH3:26])([CH3:25])[CH3:24])=[O:21])[CH2:19][CH2:18]2)=[C:6]([C:7]([O:9][CH3:10])=[O:8])[CH:11]=1, predict the reactants needed to synthesize it. The reactants are: [Cl:1][C:2]1[CH:3]=[CH:4][C:5]([CH:12]=O)=[C:6]([CH:11]=1)[C:7]([O:9][CH3:10])=[O:8].[N:14]1([C:20]([O:22][C:23]([CH3:26])([CH3:25])[CH3:24])=[O:21])[CH2:19][CH2:18][NH:17][CH2:16][CH2:15]1.C(O[BH-](OC(=O)C)OC(=O)C)(=O)C.[Na+].